Task: Predict the product of the given reaction.. Dataset: Forward reaction prediction with 1.9M reactions from USPTO patents (1976-2016) (1) Given the reactants Cl.O1CCOCC1.[CH2:8]([NH:12][C:13]1[N:21]=[C:20]2[C:16]([N:17]=[C:18]([O:34]C)[N:19]2[CH2:22][CH2:23][CH2:24][CH2:25][CH:26]2[CH2:31][CH2:30][O:29][C:28]([CH3:33])([CH3:32])[CH2:27]2)=[C:15]([NH2:36])[N:14]=1)[CH2:9][CH2:10][CH3:11], predict the reaction product. The product is: [NH2:36][C:15]1[N:14]=[C:13]([NH:12][CH2:8][CH2:9][CH2:10][CH3:11])[N:21]=[C:20]2[C:16]=1[NH:17][C:18](=[O:34])[N:19]2[CH2:22][CH2:23][CH2:24][CH2:25][CH:26]1[CH2:31][CH2:30][O:29][C:28]([CH3:33])([CH3:32])[CH2:27]1. (2) Given the reactants [CH3:1][O:2][C:3](=[O:23])[C:4]1[CH:18]=[C:17]([O:19][CH2:20][CH:21]=[CH2:22])[CH:16]=[C:6]([C:7]([NH:9][CH2:10][CH:11](OC)[O:12]C)=[O:8])[CH:5]=1, predict the reaction product. The product is: [CH3:1][O:2][C:3](=[O:23])[C:4]1[CH:18]=[C:17]([O:19][CH2:20][CH:21]=[CH2:22])[CH:16]=[C:6]([C:7]([NH:9][CH2:10][CH:11]=[O:12])=[O:8])[CH:5]=1. (3) The product is: [NH:21]1[C:22]2[C:18](=[CH:17][C:16]([O:15][C:2]3[C:11]4[C:6](=[CH:7][C:8]5[O:14][CH2:13][O:12][C:9]=5[CH:10]=4)[N:5]=[CH:4][N:3]=3)=[CH:24][N:23]=2)[CH:19]=[CH:20]1. Given the reactants Cl[C:2]1[C:11]2[CH:10]=[C:9]3[O:12][CH2:13][O:14][C:8]3=[CH:7][C:6]=2[N:5]=[CH:4][N:3]=1.[OH:15][C:16]1[CH:17]=[C:18]2[C:22](=[N:23][CH:24]=1)[NH:21][CH:20]=[CH:19]2.C(=O)([O-])[O-].[K+].[K+], predict the reaction product. (4) The product is: [C:11]([O:15][C:16]([N:18]1[CH2:23][CH:22]=[C:21]([C:6]2[CH:7]=[C:2]([CH3:1])[CH:3]=[CH:4][CH:5]=2)[CH2:20][CH2:19]1)=[O:17])([CH3:14])([CH3:13])[CH3:12]. Given the reactants [CH3:1][C:2]1[CH:3]=[C:4](B(O)O)[CH:5]=[CH:6][CH:7]=1.[C:11]([O:15][C:16]([N:18]1[CH2:23][CH:22]=[C:21](OS(C(F)(F)F)(=O)=O)[CH2:20][CH2:19]1)=[O:17])([CH3:14])([CH3:13])[CH3:12], predict the reaction product. (5) Given the reactants [CH3:1][N:2]1[C:11]2[C:6](=[CH:7][CH:8]=[CH:9][CH:10]=2)[CH:5]=[C:4]([CH:12]=O)[C:3]1=[O:14].C([O-])(=O)C.[Na+].[Cl-].[Cl-].[NH3+:22][CH2:23][CH:24]([NH+:31]1[CH2:36][CH2:35][C:34]([F:38])([F:37])[CH2:33][CH2:32]1)[C:25]1[CH:30]=[CH:29][CH:28]=[CH:27][CH:26]=1.C(O)(=O)C.C(O[BH-](OC(=O)C)OC(=O)C)(=O)C.[Na+], predict the reaction product. The product is: [F:38][C:34]1([F:37])[CH2:33][CH2:32][N:31]([CH:24]([C:25]2[CH:30]=[CH:29][CH:28]=[CH:27][CH:26]=2)[CH2:23][NH:22][CH2:12][C:4]2[C:3](=[O:14])[N:2]([CH3:1])[C:11]3[C:6]([CH:5]=2)=[CH:7][CH:8]=[CH:9][CH:10]=3)[CH2:36][CH2:35]1.